From a dataset of Full USPTO retrosynthesis dataset with 1.9M reactions from patents (1976-2016). Predict the reactants needed to synthesize the given product. (1) Given the product [F:30][C:2]1([F:1])[CH2:6][CH2:5][CH:4]([NH:7][C:8]2[N:13]=[C:12]([NH:14][CH:15]3[CH2:19][CH2:18][N:17]([S:39]([CH3:38])(=[O:41])=[O:40])[CH2:16]3)[N:11]=[C:10]([C:20]3[CH:25]=[CH:24][CH:23]=[C:22]([C:26]([F:28])([F:29])[F:27])[N:21]=3)[N:9]=2)[CH2:3]1, predict the reactants needed to synthesize it. The reactants are: [F:1][C:2]1([F:30])[CH2:6][CH2:5][CH:4]([NH:7][C:8]2[N:13]=[C:12]([NH:14][CH:15]3[CH2:19][CH2:18][NH:17][CH2:16]3)[N:11]=[C:10]([C:20]3[CH:25]=[CH:24][CH:23]=[C:22]([C:26]([F:29])([F:28])[F:27])[N:21]=3)[N:9]=2)[CH2:3]1.CCN(CC)CC.[CH3:38][S:39](Cl)(=[O:41])=[O:40]. (2) Given the product [CH3:8][O:10][C:19](=[O:20])[CH2:4][C@@H:5]1[CH2:6][CH2:7][CH2:2][O:1]1, predict the reactants needed to synthesize it. The reactants are: [OH:1][C:2]1[CH:7]=[CH:6][CH:5]=[CH:4]N=1.[C:8](OCCBr)(=[O:10])C.O.CN([CH:19]=[O:20])C. (3) Given the product [Br:1][C:2]1[CH:7]=[CH:6][C:5]([C@@H:8]([CH3:17])[CH2:9][OH:10])=[C:4]([F:18])[CH:3]=1, predict the reactants needed to synthesize it. The reactants are: [Br:1][C:2]1[CH:7]=[CH:6][C:5]([C@@H:8]([CH3:17])[C:9](N2CCOC2=O)=[O:10])=[C:4]([F:18])[CH:3]=1.[BH4-].[Na+]. (4) Given the product [Cl:19][CH2:20][C:21]([N:6]([CH2:7][CH2:8][C:9]([O:11][CH2:12][CH3:13])=[O:10])[C:5]1[CH:14]=[CH:15][CH:16]=[C:3]([C:2]([F:17])([F:18])[F:1])[CH:4]=1)=[O:22], predict the reactants needed to synthesize it. The reactants are: [F:1][C:2]([F:18])([F:17])[C:3]1[CH:4]=[C:5]([CH:14]=[CH:15][CH:16]=1)[NH:6][CH2:7][CH2:8][C:9]([O:11][CH2:12][CH3:13])=[O:10].[Cl:19][CH2:20][C:21](Cl)=[O:22].C([N+](CCCC)(CCCC)CCCC)CCC.C([O-])([O-])=O.[K+].[K+]. (5) Given the product [CH2:1]([O:3][C:4]([C:6]1[C:10]([I:19])=[C:9]([C:11]2[CH:16]=[CH:15][C:14]([F:17])=[CH:13][CH:12]=2)[N:8]([CH3:18])[N:7]=1)=[O:5])[CH3:2], predict the reactants needed to synthesize it. The reactants are: [CH2:1]([O:3][C:4]([C:6]1[CH:10]=[C:9]([C:11]2[CH:16]=[CH:15][C:14]([F:17])=[CH:13][CH:12]=2)[N:8]([CH3:18])[N:7]=1)=[O:5])[CH3:2].[I:19]I.[N+]([O-])([O-])=O.[NH4+].[Ce]. (6) Given the product [C:43]([O:47][C:48]([N:50]1[CH2:55][CH2:54][CH:53]([C:21]2[N:29]3[C:24]([CH:25]=[N:26][C:27]([NH:30][C:31]4[CH:36]=[CH:35][C:34]([N:37]5[CH2:38][CH2:39][O:40][CH2:41][CH2:42]5)=[CH:33][CH:32]=4)=[N:28]3)=[CH:23][CH:22]=2)[CH2:52][CH2:51]1)=[O:49])([CH3:46])([CH3:44])[CH3:45], predict the reactants needed to synthesize it. The reactants are: C1(P(C2C=CC=CC=2)C2C=CC=CC=2)C=CC=CC=1.Br[C:21]1[N:29]2[C:24]([CH:25]=[N:26][C:27]([NH:30][C:31]3[CH:36]=[CH:35][C:34]([N:37]4[CH2:42][CH2:41][O:40][CH2:39][CH2:38]4)=[CH:33][CH:32]=3)=[N:28]2)=[CH:23][CH:22]=1.[C:43]([O:47][C:48]([N:50]1[CH2:55][CH:54]=[C:53](B2OC(C)(C)C(C)(C)O2)[CH2:52][CH2:51]1)=[O:49])([CH3:46])([CH3:45])[CH3:44].C(=O)([O-])[O-].[Na+].[Na+].O. (7) Given the product [Cl:34][C:35]1[CH:36]=[C:37]([C:42]2[C:50]([C:51]([NH2:53])=[O:52])=[C:45]3[CH2:46][N:47]([C:58]([NH:31][C:4]4([C:9]5[CH:10]=[CH:11][C:12]([F:15])=[CH:13][CH:14]=5)[CH2:3][C:2]([F:1])([F:16])[CH2:5]4)=[O:57])[CH2:48][CH2:49][N:44]3[N:43]=2)[CH:38]=[CH:39][C:40]=1[F:41], predict the reactants needed to synthesize it. The reactants are: [F:1][C:2]1([F:16])[CH2:5][C:4]([C:9]2[CH:14]=[CH:13][C:12]([F:15])=[CH:11][CH:10]=2)(C(O)=O)[CH2:3]1.C1C=CC(P([N:31]=[N+]=[N-])(C2C=CC=CC=2)=O)=CC=1.[Cl:34][C:35]1[CH:36]=[C:37]([C:42]2[C:50]([C:51]([NH2:53])=[O:52])=[C:45]3[CH2:46][NH:47][CH2:48][CH2:49][N:44]3[N:43]=2)[CH:38]=[CH:39][C:40]=1[F:41].C1[CH2:58][O:57]CC1.